This data is from HIV replication inhibition screening data with 41,000+ compounds from the AIDS Antiviral Screen. The task is: Binary Classification. Given a drug SMILES string, predict its activity (active/inactive) in a high-throughput screening assay against a specified biological target. The drug is CC(C)(C)OC(=O)NC(CS(=O)(=O)O)C(=O)O.[NaH]. The result is 0 (inactive).